From a dataset of Blood-brain barrier permeability classification from the B3DB database. Regression/Classification. Given a drug SMILES string, predict its absorption, distribution, metabolism, or excretion properties. Task type varies by dataset: regression for continuous measurements (e.g., permeability, clearance, half-life) or binary classification for categorical outcomes (e.g., BBB penetration, CYP inhibition). Dataset: b3db_classification. The drug is O=C1CN=C(c2ccccc2)c2cc(Cl)ccc2N1CC(F)(F)F. The result is 1 (penetrates BBB).